From a dataset of Full USPTO retrosynthesis dataset with 1.9M reactions from patents (1976-2016). Predict the reactants needed to synthesize the given product. (1) The reactants are: [CH3:1][C:2]1[N:3]=[C:4]([NH:11][C:12](=[S:20])OC2C=CC=CC=2)[C:5]([O:9][CH3:10])=[N:6][C:7]=1[CH3:8].[CH2:21]([C:23]1[CH:28]=[CH:27][CH:26]=[CH:25][C:24]=1[N:29]1[CH2:34][CH2:33][NH:32][CH2:31][CH2:30]1)[CH3:22]. Given the product [CH3:1][C:2]1[N:3]=[C:4]([NH:11][C:12]([N:32]2[CH2:33][CH2:34][N:29]([C:24]3[CH:25]=[CH:26][CH:27]=[CH:28][C:23]=3[CH2:21][CH3:22])[CH2:30][CH2:31]2)=[S:20])[C:5]([O:9][CH3:10])=[N:6][C:7]=1[CH3:8], predict the reactants needed to synthesize it. (2) Given the product [Cl:1][C:2]1[N:3]=[C:4]([C:9]([NH:11][C@H:12]2[CH2:17][CH2:16][N:15]([C:18]3[S:19][C:20]([C:24]([NH:33][CH2:32][CH2:31][C:30]#[N:29])=[O:25])=[C:21]([CH3:23])[N:22]=3)[CH2:14][C@H:13]2[O:27][CH3:28])=[O:10])[NH:5][C:6]=1[CH2:7][CH3:8], predict the reactants needed to synthesize it. The reactants are: [Cl:1][C:2]1[N:3]=[C:4]([C:9]([NH:11][C@H:12]2[CH2:17][CH2:16][N:15]([C:18]3[S:19][C:20]([C:24](O)=[O:25])=[C:21]([CH3:23])[N:22]=3)[CH2:14][C@H:13]2[O:27][CH3:28])=[O:10])[NH:5][C:6]=1[CH2:7][CH3:8].[NH2:29][CH2:30][CH2:31][C:32]#[N:33].CCN=C=NCCCN(C)C.Cl.C1C=CC2N(O)N=NC=2C=1.